Dataset: Reaction yield outcomes from USPTO patents with 853,638 reactions. Task: Predict the reaction yield, written as a fraction of the theoretical maximum amount of product (1.0 means a 100% yield; for example, 0.34 means a 34% yield). (1) The reactants are [CH3:1][C:2]1[CH:7]=[CH:6][C:5]([N+:8]([O-])=O)=[CH:4][C:3]=1[O:11][CH3:12].O.O.[Sn](Cl)Cl.C([O-])([O-])=O.[K+].[K+]. The catalyst is C(OCC)(=O)C.C(O)C. The product is [CH3:12][O:11][C:3]1[CH:4]=[C:5]([CH:6]=[CH:7][C:2]=1[CH3:1])[NH2:8]. The yield is 0.860. (2) The reactants are [H-].[N+:2]([C:5]1[CH:10]=[CH:9][C:8]([C:11](=[O:20])/[CH:12]=[CH:13]/[C:14]2[CH:19]=[CH:18][N:17]=[CH:16][CH:15]=2)=[CH:7][CH:6]=1)([O-:4])=[O:3]. The catalyst is O.C1C=CC([P]([Pd]([P](C2C=CC=CC=2)(C2C=CC=CC=2)C2C=CC=CC=2)([P](C2C=CC=CC=2)(C2C=CC=CC=2)C2C=CC=CC=2)[P](C2C=CC=CC=2)(C2C=CC=CC=2)C2C=CC=CC=2)(C2C=CC=CC=2)C2C=CC=CC=2)=CC=1. The product is [N+:2]([C:5]1[CH:10]=[CH:9][C:8]([C:11](=[O:20])[CH2:12][CH2:13][C:14]2[CH:19]=[CH:18][N:17]=[CH:16][CH:15]=2)=[CH:7][CH:6]=1)([O-:4])=[O:3]. The yield is 1.00. (3) The reactants are [N+:1]([C:4]1[CH:10]=[C:9]([CH:11]=[CH:12][C:13]2[CH:18]=[CH:17][CH:16]=[CH:15][CH:14]=2)[CH:8]=[CH:7][C:5]=1[NH2:6])([O-])=O.O.O.[Sn](Cl)Cl.C([O-])(O)=O.[Na+].[N:29]#[C:30]Br. The catalyst is CCOC(C)=O.O. The product is [CH:11]([C:9]1[CH:8]=[CH:7][C:5]2[NH:6][C:30]([NH2:29])=[N:1][C:4]=2[CH:10]=1)=[CH:12][C:13]1[CH:18]=[CH:17][CH:16]=[CH:15][CH:14]=1. The yield is 0.910. (4) The reactants are [CH3:1][C:2]1[CH:8]=[CH:7][CH:6]=[C:5]([C:9]([F:12])([F:11])[F:10])[C:3]=1[NH2:4].[Br:13]N1C(=O)CCC1=O.O.[Cl-].[Na+].O. The catalyst is C(#N)C. The product is [Br:13][C:7]1[CH:6]=[C:5]([C:9]([F:10])([F:11])[F:12])[C:3]([NH2:4])=[C:2]([CH3:1])[CH:8]=1. The yield is 0.950.